From a dataset of Forward reaction prediction with 1.9M reactions from USPTO patents (1976-2016). Predict the product of the given reaction. (1) Given the reactants [Br:1][C:2]1[CH:7]=[CH:6][C:5]([C:8](=[O:10])[CH3:9])=[CH:4][CH:3]=1.[BH4-].[Na+].Cl, predict the reaction product. The product is: [Br:1][C:2]1[CH:7]=[CH:6][C:5]([CH:8]([OH:10])[CH3:9])=[CH:4][CH:3]=1. (2) The product is: [C:31]([C@H:26]([N:15]([CH2:14][C:13]([OH:34])=[O:12])[S:16]([C:19]1[CH:20]=[CH:21][C:22]([Cl:25])=[CH:23][CH:24]=1)(=[O:17])=[O:18])[CH2:27][CH:28]([CH3:30])[CH3:29])(=[O:33])[NH2:32]. Given the reactants FC(F)(F)C(O)=O.C([O:12][C:13](=[O:34])[CH2:14][N:15]([C@@H:26]([C:31](=[O:33])[NH2:32])[CH2:27][CH:28]([CH3:30])[CH3:29])[S:16]([C:19]1[CH:24]=[CH:23][C:22]([Cl:25])=[CH:21][CH:20]=1)(=[O:18])=[O:17])(C)(C)C, predict the reaction product. (3) Given the reactants C(OC([N:8]1[CH2:17][CH2:16][C:15]2[NH:14][N:13]=[C:12]([C:18]3[CH:23]=[CH:22][C:21]([Cl:24])=[CH:20][CH:19]=3)[C:11]=2[CH2:10][CH2:9]1)=O)(C)(C)C.Cl[CH:26]1[CH2:33][CH2:32][CH2:31][CH2:30][CH2:29][CH2:28][CH2:27]1.C(OC(N1CCC2NN(C3CCCCCCC3)C(C3C=CC(Cl)=CC=3)C=2CC1)=O)(C)(C)C, predict the reaction product. The product is: [Cl:24][C:21]1[CH:20]=[CH:19][C:18]([C:12]2[C:11]3[CH2:10][CH2:9][NH:8][CH2:17][CH2:16][C:15]=3[N:14]([CH:26]3[CH2:33][CH2:32][CH2:31][CH2:30][CH2:29][CH2:28][CH2:27]3)[N:13]=2)=[CH:23][CH:22]=1. (4) Given the reactants [C:1]([O:5][C:6]([NH:8][C@H:9]([CH2:20][OH:21])[CH2:10][CH2:11][NH:12][C:13](=[O:19])[O:14][C:15]([CH3:18])([CH3:17])[CH3:16])=[O:7])([CH3:4])([CH3:3])[CH3:2].[CH3:22][S:23](Cl)(=[O:25])=[O:24].C(N(CC)CC)C, predict the reaction product. The product is: [CH3:22][S:23]([O:21][CH2:20][C@@H:9]([NH:8][C:6]([O:5][C:1]([CH3:3])([CH3:4])[CH3:2])=[O:7])[CH2:10][CH2:11][NH:12][C:13]([O:14][C:15]([CH3:18])([CH3:17])[CH3:16])=[O:19])(=[O:25])=[O:24]. (5) The product is: [N:26]1[CH:27]=[CH:28][CH:29]=[C:24]([C@@H:6]([NH:7][C:8](=[O:23])[CH2:9][CH2:10][CH2:11][CH2:12][C:13]2[CH:22]=[CH:21][C:20]3[CH2:19][CH2:18][CH2:17][NH:16][C:15]=3[N:14]=2)[CH2:5][C:4]([OH:30])=[O:3])[CH:25]=1. Given the reactants C([O:3][C:4](=[O:30])[CH2:5][C@@H:6]([C:24]1[CH:25]=[N:26][CH:27]=[CH:28][CH:29]=1)[NH:7][C:8](=[O:23])[CH2:9][CH2:10][CH2:11][CH2:12][C:13]1[CH:22]=[CH:21][C:20]2[CH2:19][CH2:18][CH2:17][NH:16][C:15]=2[N:14]=1)C.[OH-].[Na+], predict the reaction product. (6) The product is: [Br:17][C:2]1[S:1][C:5]2[C:6](=[O:9])[NH:7][CH2:8][C:4]=2[CH:3]=1. Given the reactants [S:1]1[C:5]2[C:6](=[O:9])[NH:7][CH2:8][C:4]=2[CH:3]=[CH:2]1.C1C(=O)N([Br:17])C(=O)C1, predict the reaction product. (7) Given the reactants [N:1]1[C:10]2[C:5](=[CH:6][CH:7]=[CH:8][CH:9]=2)[CH:4]=[C:3]([CH2:11][S:12](/[CH:15]=[CH:16]/[CH:17]([CH3:19])[CH3:18])(=[O:14])=[O:13])[CH:2]=1.[NH2:20][OH:21].C1[CH2:26][O:25]CC1, predict the reaction product. The product is: [N:1]1[C:10]2[C:5](=[CH:6][CH:7]=[CH:8][CH:9]=2)[CH:4]=[C:3]([CH2:11][S:12]([CH2:15][C@@H:16]([N:20]([OH:21])[CH:26]=[O:25])[CH:17]([CH3:19])[CH3:18])(=[O:14])=[O:13])[CH:2]=1. (8) Given the reactants [C:1](Cl)(=[O:4])[CH2:2][CH3:3].[NH:6]1[CH2:11][CH2:10][CH:9]([CH2:12][OH:13])[CH2:8][CH2:7]1, predict the reaction product. The product is: [OH:13][CH2:12][CH:9]1[CH2:10][CH2:11][N:6]([C:1](=[O:4])[CH2:2][CH3:3])[CH2:7][CH2:8]1.